This data is from TCR-epitope binding with 47,182 pairs between 192 epitopes and 23,139 TCRs. The task is: Binary Classification. Given a T-cell receptor sequence (or CDR3 region) and an epitope sequence, predict whether binding occurs between them. (1) The epitope is FADDLNQLTGY. The TCR CDR3 sequence is CASSFFLAGGNEQFF. Result: 1 (the TCR binds to the epitope). (2) The epitope is FTISVTTEIL. The TCR CDR3 sequence is CSVEGTGTGENIQYF. Result: 1 (the TCR binds to the epitope).